From a dataset of Forward reaction prediction with 1.9M reactions from USPTO patents (1976-2016). Predict the product of the given reaction. (1) Given the reactants [Br:1][C:2]1[N:6]2[CH:7]=[C:8]([CH:20]3[CH2:22][CH2:21]3)[C:9]([O:11][CH2:12][C:13]3([CH3:19])[CH2:18][CH2:17][NH:16][CH2:15][CH2:14]3)=[CH:10][C:5]2=[N:4][N:3]=1.[Cl:23][C:24]1[CH:25]=[C:26]([CH:29]=[C:30]([Cl:32])[CH:31]=1)[CH2:27]Cl.C(=O)([O-])[O-].[K+].[K+].[I-].[Na+], predict the reaction product. The product is: [Br:1][C:2]1[N:6]2[CH:7]=[C:8]([CH:20]3[CH2:22][CH2:21]3)[C:9]([O:11][CH2:12][C:13]3([CH3:19])[CH2:18][CH2:17][N:16]([CH2:27][C:26]4[CH:25]=[C:24]([Cl:23])[CH:31]=[C:30]([Cl:32])[CH:29]=4)[CH2:15][CH2:14]3)=[CH:10][C:5]2=[N:4][N:3]=1. (2) Given the reactants [Cl:1][C:2]1[CH:3]=[C:4]([CH:25]=[CH:26][C:27]=1[Cl:28])[O:5][C:6]1[CH:11]=[CH:10][CH:9]=[CH:8][C:7]=1[NH:12][S:13]([C:16]1[CH:24]=[CH:23][C:19]([C:20]([OH:22])=O)=[CH:18][CH:17]=1)(=[O:15])=[O:14].[N:29]1[CH:34]=[CH:33][CH:32]=[N:31][C:30]=1[N:35]1[CH2:40][CH2:39][N:38]([CH2:41][CH2:42][NH2:43])[CH2:37][CH2:36]1, predict the reaction product. The product is: [Cl:1][C:2]1[CH:3]=[C:4]([CH:25]=[CH:26][C:27]=1[Cl:28])[O:5][C:6]1[CH:11]=[CH:10][CH:9]=[CH:8][C:7]=1[NH:12][S:13]([C:16]1[CH:24]=[CH:23][C:19]([C:20]([NH:43][CH2:42][CH2:41][N:38]2[CH2:37][CH2:36][N:35]([C:30]3[N:29]=[CH:34][CH:33]=[CH:32][N:31]=3)[CH2:40][CH2:39]2)=[O:22])=[CH:18][CH:17]=1)(=[O:14])=[O:15]. (3) Given the reactants [CH2:1]([O:8][C:9]1[CH:10]=[C:11]([CH:35]=[CH:36][CH:37]=1)[CH2:12][O:13][C:14]1[C:19]2[CH:20]=[C:21]([C:23](=O)[CH2:24]Br)[O:22][C:18]=2[CH:17]=[C:16]([O:27][Si:28]([C:31]([CH3:34])([CH3:33])[CH3:32])([CH3:30])[CH3:29])[CH:15]=1)[C:2]1[CH:7]=[CH:6][CH:5]=[CH:4][CH:3]=1.CC(O)C.[Br:42][C:43]1[S:47][C:46]([NH2:48])=[N:45][N:44]=1.C([O-])(O)=O.[Na+], predict the reaction product. The product is: [CH2:1]([O:8][C:9]1[CH:10]=[C:11]([CH:35]=[CH:36][CH:37]=1)[CH2:12][O:13][C:14]1[C:19]2[CH:20]=[C:21]([C:23]3[N:48]=[C:46]4[N:45]([CH:24]=3)[N:44]=[C:43]([Br:42])[S:47]4)[O:22][C:18]=2[CH:17]=[C:16]([O:27][Si:28]([C:31]([CH3:34])([CH3:33])[CH3:32])([CH3:29])[CH3:30])[CH:15]=1)[C:2]1[CH:3]=[CH:4][CH:5]=[CH:6][CH:7]=1. (4) The product is: [CH2:11]([O:12][C:13](=[O:14])[CH2:15][C:3]([C:5]1[O:6][CH:7]=[CH:8][CH:9]=1)=[O:4])[CH3:10]. Given the reactants CO[C:3]([C:5]1[O:6][CH:7]=[CH:8][CH:9]=1)=[O:4].[CH3:10][CH2:11][O:12][C:13]([CH3:15])=[O:14].C1C=CC=CC=1, predict the reaction product.